The task is: Predict the reactants needed to synthesize the given product.. This data is from Full USPTO retrosynthesis dataset with 1.9M reactions from patents (1976-2016). (1) Given the product [F:14][C:5]1[C:6]([N:8]([CH3:13])[S:9]([CH3:12])(=[O:11])=[O:10])=[N:7][C:2]([NH:32][C@H:33]([C:35]2[N:40]=[CH:39][C:38]([F:41])=[CH:37][N:36]=2)[CH3:34])=[N:3][C:4]=1[NH:15][C:16]1[CH:20]=[C:19]([O:21][CH:22]([CH3:24])[CH3:23])[NH:18][N:17]=1, predict the reactants needed to synthesize it. The reactants are: Cl[C:2]1[N:7]=[C:6]([N:8]([CH3:13])[S:9]([CH3:12])(=[O:11])=[O:10])[C:5]([F:14])=[C:4]([NH:15][C:16]2[CH:20]=[C:19]([O:21][CH:22]([CH3:24])[CH3:23])[NH:18][N:17]=2)[N:3]=1.ClC1C(NC2C=C(OC)NN=2)=NC([NH:32][C@H:33]([C:35]2[N:40]=[CH:39][C:38]([F:41])=[CH:37][N:36]=2)[CH3:34])=NC=1.C(N(C(C)C)C(C)C)C. (2) Given the product [F:12][C:8]1[CH:9]=[CH:10][CH:11]=[C:6]([CH:4]=[O:5])[C:7]=1[CH:13]1[CH2:18][CH2:17][N:16]([C:19]([O:21][C:22]([CH3:25])([CH3:24])[CH3:23])=[O:20])[CH2:15][CH2:14]1, predict the reactants needed to synthesize it. The reactants are: CON(C)[C:4]([C:6]1[CH:11]=[CH:10][CH:9]=[C:8]([F:12])[C:7]=1[CH:13]1[CH2:18][CH2:17][N:16]([C:19]([O:21][C:22]([CH3:25])([CH3:24])[CH3:23])=[O:20])[CH2:15][CH2:14]1)=[O:5]. (3) Given the product [C:1]([C:3]1[C:4]([O:39][CH3:40])=[C:5]([CH2:13][N:14]([CH3:38])[C:15](=[O:37])[CH:16]([C:17]2[CH:22]=[CH:21][C:20]([F:23])=[CH:19][CH:18]=2)[N:24]([CH3:44])[CH:25]2[CH2:29][CH2:28][NH:27][CH2:26]2)[C:6]2[C:11]([CH:12]=1)=[CH:10][CH:9]=[CH:8][CH:7]=2)#[N:2], predict the reactants needed to synthesize it. The reactants are: [C:1]([C:3]1[C:4]([O:39][CH3:40])=[C:5]([CH2:13][N:14]([CH3:38])[C:15](=[O:37])[CH:16]([NH:24][CH:25]2[CH2:29][CH2:28][N:27](C(OC(C)(C)C)=O)[CH2:26]2)[C:17]2[CH:22]=[CH:21][C:20]([F:23])=[CH:19][CH:18]=2)[C:6]2[C:11]([CH:12]=1)=[CH:10][CH:9]=[CH:8][CH:7]=2)#[N:2].C=O.[BH3-][C:44]#N.[Na+].CCOC(C)=O. (4) Given the product [CH2:1]([C@@:5]1([CH2:29][CH3:30])[N:11]([OH:12])[C@H:10]([C:13]2[CH:18]=[CH:17][CH:16]=[CH:15][CH:14]=2)[C:9]2[CH:19]=[C:20]([O:25][CH3:26])[C:21]([CH2:40][NH:31][CH2:32][C:33]([OH:35])=[O:34])=[CH:22][C:8]=2[S:7](=[O:28])(=[O:27])[CH2:6]1)[CH2:2][CH2:3][CH3:4], predict the reactants needed to synthesize it. The reactants are: [CH2:1]([C@@:5]1([CH2:29][CH3:30])[N:11]([OH:12])[C@H:10]([C:13]2[CH:18]=[CH:17][CH:16]=[CH:15][CH:14]=2)[C:9]2[CH:19]=[C:20]([O:25][CH3:26])[C:21](C=O)=[CH:22][C:8]=2[S:7](=[O:28])(=[O:27])[CH2:6]1)[CH2:2][CH2:3][CH3:4].[NH2:31][CH2:32][C:33]([O:35]C(C)(C)C)=[O:34].[CH2:40](Cl)Cl. (5) Given the product [C:1]([O:5][C:6]([N:8]1[CH2:13][CH2:12][N:11]([CH2:29][CH2:30][F:31])[CH2:10][CH2:9]1)=[O:7])([CH3:4])([CH3:2])[CH3:3], predict the reactants needed to synthesize it. The reactants are: [C:1]([O:5][C:6]([N:8]1[CH2:13][CH2:12][NH:11][CH2:10][CH2:9]1)=[O:7])([CH3:4])([CH3:3])[CH3:2].C(=O)([O-])[O-].[K+].[K+].[I-].[Na+].O1CCOCC1.Br[CH2:29][CH2:30][F:31]. (6) Given the product [Cl:16][C:17]1[C:18]([O:9][C:4]2[CH:5]=[CH:6][C:7]([Cl:8])=[C:2]([Cl:1])[CH:3]=2)=[CH:19][C:20]([F:33])=[C:21]([CH:32]=1)[C:22]([O:24][C:25]1[CH:30]=[CH:29][C:28]([CH3:31])=[CH:27][CH:26]=1)=[O:23], predict the reactants needed to synthesize it. The reactants are: [Cl:1][C:2]1[CH:3]=[C:4]([OH:9])[CH:5]=[CH:6][C:7]=1[Cl:8].C(=O)([O-])[O-].[K+].[K+].[Cl:16][C:17]1[C:18](F)=[CH:19][C:20]([F:33])=[C:21]([CH:32]=1)[C:22]([O:24][C:25]1[CH:30]=[CH:29][C:28]([CH3:31])=[CH:27][CH:26]=1)=[O:23]. (7) Given the product [C:35]([CH2:31][CH2:30][C:28]1[NH:29][C:25]([C:21]2[C:22]([CH3:24])=[CH:23][C:2]([CH3:1])=[C:3]([CH:20]=2)[C:4]([N:6]2[CH2:11][CH2:10][CH:9]([C:12]3[CH:13]=[CH:14][C:15]([C:16]#[N:17])=[CH:18][CH:19]=3)[CH2:8][CH2:7]2)=[O:5])=[N:26][N:27]=1)#[N:37], predict the reactants needed to synthesize it. The reactants are: [CH3:1][C:2]1[CH:23]=[C:22]([CH3:24])[C:21]([C:25]2[NH:29][C:28]([CH2:30][CH:31]3[CH2:35]COC3)=[N:27][N:26]=2)=[CH:20][C:3]=1[C:4]([N:6]1[CH2:11][CH2:10][CH:9]([C:12]2[CH:19]=[CH:18][C:15]([C:16]#[N:17])=[CH:14][CH:13]=2)[CH2:8][CH2:7]1)=[O:5].C(CCC(NN)=O)#[N:37].O1CCC(CC(NN)=O)C1. (8) Given the product [CH:1](=[C:8]1[CH2:13][CH2:12][CH2:11][CH:10]([CH2:18][N:19]([CH3:21])[CH3:20])[C:9]1=[O:14])[C:2]1[CH:7]=[CH:6][CH:5]=[CH:4][CH:3]=1, predict the reactants needed to synthesize it. The reactants are: [CH:1](=[C:8]1[CH2:13][CH2:12][CH2:11][CH2:10][C:9]1=[O:14])[C:2]1[CH:7]=[CH:6][CH:5]=[CH:4][CH:3]=1.C(Cl)Cl.[CH3:18][NH2+:19][CH3:20].[C:21](Cl)(=O)C.Cl.ClCCl.[OH-].[Na+]. (9) Given the product [C:18]([O:17][C:15](=[O:16])[NH:14][CH:11]1[C:12](=[O:13])[N:6]2[CH:7]([S:8][CH2:9][CH:5]2[C:3](=[O:2])[NH2:22])[CH2:10]1)([CH3:21])([CH3:20])[CH3:19], predict the reactants needed to synthesize it. The reactants are: C[O:2][C:3]([CH:5]1[CH2:9][S:8][CH:7]2[CH2:10][CH:11]([NH:14][C:15]([O:17][C:18]([CH3:21])([CH3:20])[CH3:19])=[O:16])[C:12](=[O:13])[N:6]12)=O.[NH3:22].CO.